From a dataset of Catalyst prediction with 721,799 reactions and 888 catalyst types from USPTO. Predict which catalyst facilitates the given reaction. (1) Reactant: [ClH:1].C[O:3][C:4](=[O:19])[C:5]1[CH:10]=[CH:9][C:8]([CH2:11][N:12]2[CH2:17][CH2:16][O:15][CH2:14][CH2:13]2)=[CH:7][C:6]=1[OH:18].[OH-].[NH4+].Cl. Product: [ClH:1].[OH:18][C:6]1[CH:7]=[C:8]([CH2:11][N:12]2[CH2:13][CH2:14][O:15][CH2:16][CH2:17]2)[CH:9]=[CH:10][C:5]=1[C:4]([OH:19])=[O:3]. The catalyst class is: 5. (2) Reactant: N1CCC[C@H]1C(O)=O.[CH3:9][S:10]([C:13]1[CH:20]=[CH:19][C:16]([CH:17]=O)=[CH:15][CH:14]=1)(=[O:12])=[O:11].[CH3:21][C:22]1([CH3:30])[O:29][C:27](=[O:28])[CH2:26][C:24](=[O:25])[O:23]1.CC1NC(C)=C(C(OCC)=O)CC=1C(OCC)=O. Product: [CH3:9][S:10]([C:13]1[CH:20]=[CH:19][C:16]([CH2:17][CH:26]2[C:27](=[O:28])[O:29][C:22]([CH3:30])([CH3:21])[O:23][C:24]2=[O:25])=[CH:15][CH:14]=1)(=[O:12])=[O:11]. The catalyst class is: 14. (3) Reactant: F[C:2]1[CH:20]=[CH:19][C:5]([C:6]([NH:8][C:9]2[CH:10]=[N:11][C:12]3[C:17]([CH:18]=2)=[CH:16][CH:15]=[CH:14][CH:13]=3)=[O:7])=[CH:4][CH:3]=1.[NH:21]1[CH2:26][CH2:25][NH:24][CH2:23][CH2:22]1. Product: [N:21]1([C:2]2[CH:20]=[CH:19][C:5]([C:6]([NH:8][C:9]3[CH:10]=[N:11][C:12]4[C:17]([CH:18]=3)=[CH:16][CH:15]=[CH:14][CH:13]=4)=[O:7])=[CH:4][CH:3]=2)[CH2:26][CH2:25][NH:24][CH2:23][CH2:22]1. The catalyst class is: 16. (4) Reactant: C(OC([N:8]1[CH2:13][CH2:12][C:11]([C:17]([C:19]2[NH:20][C:21]3[C:26]([CH:27]=2)=[CH:25][C:24]([F:28])=[CH:23][CH:22]=3)=[O:18])([CH2:14][CH2:15][CH3:16])[CH2:10][CH2:9]1)=O)(C)(C)C. Product: [F:28][C:24]1[CH:25]=[C:26]2[C:21](=[CH:22][CH:23]=1)[NH:20][C:19]([C:17]([C:11]1([CH2:14][CH2:15][CH3:16])[CH2:12][CH2:13][NH:8][CH2:9][CH2:10]1)=[O:18])=[CH:27]2. The catalyst class is: 33. (5) Reactant: [NH2:1][CH2:2][CH2:3][CH2:4][C@H:5]([NH:13][C:14]([C:16]1[C:17](=[O:35])[N:18]([CH:22]([C:29]2[CH:34]=[CH:33][CH:32]=[CH:31][CH:30]=2)[C:23]2[CH:28]=[CH:27][CH:26]=[CH:25][CH:24]=2)[CH:19]=[CH:20][CH:21]=1)=[O:15])[C:6]([O:8][C:9]([CH3:12])([CH3:11])[CH3:10])=[O:7].[CH:36]([N:39]=[C:40]=[N:41][CH:42]([CH3:44])[CH3:43])([CH3:38])[CH3:37]. Product: [CH3:37][CH:36]([NH:39][C:40](=[N:1][CH2:2][CH2:3][CH2:4][C@H:5]([NH:13][C:14]([C:16]1[C:17](=[O:35])[N:18]([CH:22]([C:29]2[CH:34]=[CH:33][CH:32]=[CH:31][CH:30]=2)[C:23]2[CH:28]=[CH:27][CH:26]=[CH:25][CH:24]=2)[CH:19]=[CH:20][CH:21]=1)=[O:15])[C:6]([O:8][C:9]([CH3:12])([CH3:11])[CH3:10])=[O:7])[NH:41][CH:42]([CH3:44])[CH3:43])[CH3:38]. The catalyst class is: 32. (6) Reactant: [Cl:1][C:2]1[S:6][C:5]([C:7]([NH:9][C:10]2[CH:19]=[C:18]([CH3:20])[C:17]([N+:21]([O-])=O)=[CH:16][C:11]=2[C:12]([O:14][CH3:15])=[O:13])=[O:8])=[CH:4][CH:3]=1.O.NN.S([O-])([O-])(=O)=O.[Na+].[Na+]. Product: [NH2:21][C:17]1[C:18]([CH3:20])=[CH:19][C:10]([NH:9][C:7]([C:5]2[S:6][C:2]([Cl:1])=[CH:3][CH:4]=2)=[O:8])=[C:11]([CH:16]=1)[C:12]([O:14][CH3:15])=[O:13]. The catalyst class is: 446. (7) Reactant: [CH3:1][O:2][C:3]1[CH:8]=[CH:7][C:6]([NH2:9])=[CH:5][C:4]=1[C:10]1[N:11]([CH3:15])[N:12]=[CH:13][CH:14]=1.[Cl:16][C:17]1[CH:22]=[CH:21][C:20]([N:23]=[C:24]=[O:25])=[CH:19][CH:18]=1. Product: [Cl:16][C:17]1[CH:22]=[CH:21][C:20]([NH:23][C:24]([NH:9][C:6]2[CH:7]=[CH:8][C:3]([O:2][CH3:1])=[C:4]([C:10]3[N:11]([CH3:15])[N:12]=[CH:13][CH:14]=3)[CH:5]=2)=[O:25])=[CH:19][CH:18]=1. The catalyst class is: 2.